Task: Predict the product of the given reaction.. Dataset: Forward reaction prediction with 1.9M reactions from USPTO patents (1976-2016) (1) Given the reactants [C:1]([C:4]1[C:5]([C@@H:10]([NH:21]C(=O)OC(C)(C)C)[C:11]2[CH:16]=[CH:15][C:14]([C:17]([F:20])([F:19])[F:18])=[CH:13][CH:12]=2)=[N:6][CH:7]=[CH:8][CH:9]=1)#[C:2][CH3:3].[ClH:29], predict the reaction product. The product is: [ClH:29].[C:1]([C:4]1[C:5]([C@H:10]([C:11]2[CH:16]=[CH:15][C:14]([C:17]([F:20])([F:18])[F:19])=[CH:13][CH:12]=2)[NH2:21])=[N:6][CH:7]=[CH:8][CH:9]=1)#[C:2][CH3:3]. (2) Given the reactants NC1C2C(=C(C3C([C@@H](NC(=O)CN4C5C(F)(F)CCC(F)(F)C=5C(C(F)F)=N4)CC4C=C(F)C=C(F)C=4)=NC(SC)=NC=3)C=CC=2)N(C)N=1.[F:50][CH:51]([F:67])[C:52]1[C:53]2[C@H:63]3[CH2:64][C@H:62]3[C:61]([F:66])([F:65])[C:54]=2[N:55]([CH2:57][C:58](O)=[O:59])[N:56]=1.[NH2:68][C:69]1[N:73]2[C:74]([Cl:108])=[CH:75][CH:76]=[C:77]([C:78]3[C:79]([C@@H:90]([NH:100]C(=O)OC(C)(C)C)[CH2:91][C:92]4[CH:97]=[C:96]([F:98])[CH:95]=[C:94]([F:99])[CH:93]=4)=[N:80][C:81]([C:84]#[C:85][C:86]([CH3:89])([CH3:88])[CH3:87])=[CH:82][CH:83]=3)[C:72]2=[N:71][N:70]=1, predict the reaction product. The product is: [NH2:68][C:69]1[N:73]2[C:74]([Cl:108])=[CH:75][CH:76]=[C:77]([C:78]3[C:79]([C@@H:90]([NH:100][C:58](=[O:59])[CH2:57][N:55]4[C:54]5[C:61]([F:65])([F:66])[C@@H:62]6[CH2:64][C@@H:63]6[C:53]=5[C:52]([CH:51]([F:67])[F:50])=[N:56]4)[CH2:91][C:92]4[CH:97]=[C:96]([F:98])[CH:95]=[C:94]([F:99])[CH:93]=4)=[N:80][C:81]([C:84]#[C:85][C:86]([CH3:87])([CH3:88])[CH3:89])=[CH:82][CH:83]=3)[C:72]2=[N:71][N:70]=1. (3) The product is: [C:1]([O-:15])(=[O:14])[CH2:2][CH2:3][NH:4][C:5](=[O:13])[C@@H:6]([C:8]([CH2:11][OH:12])([CH3:10])[CH3:9])[OH:7].[Mg+2:17].[C:18]([O-:32])(=[O:31])[CH2:19][CH2:20][NH:21][C:22](=[O:30])[C@@H:23]([C:25]([CH2:28][OH:29])([CH3:27])[CH3:26])[OH:24]. Given the reactants [C:1]([OH:15])(=[O:14])[CH2:2][CH2:3][NH:4][C:5](=[O:13])[C@H:6]([C:8]([CH2:11][OH:12])([CH3:10])[CH3:9])[OH:7].[Ca].[Mg:17].[C:18]([O-:32])(=[O:31])[CH2:19][CH2:20][NH:21][C:22](=[O:30])[C@@H:23]([C:25]([CH2:28][OH:29])([CH3:27])[CH3:26])[OH:24].[Ca+2].[C:18]([O-:32])(=[O:31])[CH2:19][CH2:20][NH:21][C:22](=[O:30])[C@@H:23]([C:25]([CH2:28][OH:29])([CH3:27])[CH3:26])[OH:24], predict the reaction product. (4) Given the reactants [C:1]1([C:7]2[NH:11][C:10]3[CH:12]=[CH:13][CH:14]=[CH:15][C:9]=3[N:8]=2)[CH:6]=[CH:5][CH:4]=[CH:3][CH:2]=1.Br[C:17]1[C:22]2[O:23][C:24]3[CH:29]=[CH:28][CH:27]=[CH:26][C:25]=3[C:21]=2[CH:20]=[CH:19][CH:18]=1.P([O-])([O-])([O-])=O.[K+].[K+].[K+], predict the reaction product. The product is: [CH:20]1[C:21]2[C:25]3[CH:26]=[CH:27][CH:28]=[CH:29][C:24]=3[O:23][C:22]=2[C:17]([N:11]2[C:10]3[CH:12]=[CH:13][CH:14]=[CH:15][C:9]=3[N:8]=[C:7]2[C:1]2[CH:2]=[CH:3][CH:4]=[CH:5][CH:6]=2)=[CH:18][CH:19]=1. (5) Given the reactants [C:1]([O:5][C:6]([N:8]1[CH2:11][C:10]([O:13][C:14]2[C:15]([F:32])=[CH:16][C:17]3[O:22][CH2:21][C:20](=S)[N:19]([CH:24]([C:26](OCC)=[O:27])[CH3:25])[C:18]=3[CH:31]=2)([CH3:12])[CH2:9]1)=[O:7])([CH3:4])([CH3:3])[CH3:2].O.[NH2:34][NH2:35], predict the reaction product. The product is: [C:1]([O:5][C:6]([N:8]1[CH2:9][C:10]([O:13][C:14]2[CH:31]=[C:18]3[C:17](=[CH:16][C:15]=2[F:32])[O:22][CH2:21][C:20]2[N:19]3[CH:24]([CH3:25])[C:26](=[O:27])[NH:34][N:35]=2)([CH3:12])[CH2:11]1)=[O:7])([CH3:4])([CH3:2])[CH3:3]. (6) Given the reactants [CH3:1][C:2]1([CH3:15])[C:11]2[C:6](=[CH:7][C:8]([N+:12]([O-:14])=[O:13])=[CH:9][CH:10]=2)[NH:5][CH2:4][CH2:3]1.[CH3:16][C:17]([O:20][C:21](O[C:21]([O:20][C:17]([CH3:19])([CH3:18])[CH3:16])=[O:22])=[O:22])([CH3:19])[CH3:18], predict the reaction product. The product is: [C:17]([O:20][C:21]([N:5]1[C:6]2[C:11](=[CH:10][CH:9]=[C:8]([N+:12]([O-:14])=[O:13])[CH:7]=2)[C:2]([CH3:15])([CH3:1])[CH2:3][CH2:4]1)=[O:22])([CH3:19])([CH3:18])[CH3:16]. (7) Given the reactants Cl[C:2]1[N:3]=[C:4]([C:15]2[C:23]3[C:18](=[N:19][C:20]([CH3:24])=[CH:21][CH:22]=3)[N:17]([CH2:25][C:26]3[CH:31]=[CH:30][CH:29]=[C:28]([F:32])[C:27]=3[F:33])[N:16]=2)[N:5]=[N:6][C:7]=1[C:8]([CH3:14])([CH3:13])[C:9]([O:11]C)=O.[NH3:34], predict the reaction product. The product is: [F:33][C:27]1[C:28]([F:32])=[CH:29][CH:30]=[CH:31][C:26]=1[CH2:25][N:17]1[C:18]2=[N:19][C:20]([CH3:24])=[CH:21][CH:22]=[C:23]2[C:15]([C:4]2[N:5]=[N:6][C:7]3[C:8]([CH3:13])([CH3:14])[C:9](=[O:11])[NH:34][C:2]=3[N:3]=2)=[N:16]1. (8) Given the reactants [CH3:1][C:2]1[N:3]=[N:4][N:5]([CH3:37])[C:6]=1[C:7]1[CH:19]=[N:18][C:17]2[C:16]3[CH:15]=[CH:14][C:13]([C:20]([NH2:23])([CH3:22])[CH3:21])=[CH:12][C:11]=3[N:10]([CH:24]([CH:31]3[CH2:36][CH2:35][O:34][CH2:33][CH2:32]3)[C:25]3[CH:30]=[CH:29][CH:28]=[CH:27][CH:26]=3)[C:9]=2[CH:8]=1.[CH3:38][N:39]([CH3:44])[CH2:40][C:41]([OH:43])=[O:42].CCN(CC)CC.CN(C(ON1N=NC2C=CC=NC1=2)=[N+](C)C)C.F[P-](F)(F)(F)(F)F, predict the reaction product. The product is: [C:41]([O-:43])(=[O:42])[CH3:40].[NH4+:3].[CH3:1][C:2]1[N:3]=[N:4][N:5]([CH3:37])[C:6]=1[C:7]1[CH:19]=[N:18][C:17]2[C:16]3[CH:15]=[CH:14][C:13]([C:20]([NH:23][C:41](=[O:42])[CH2:40][N:39]([CH3:44])[CH3:38])([CH3:22])[CH3:21])=[CH:12][C:11]=3[N:10]([CH:24]([CH:31]3[CH2:36][CH2:35][O:34][CH2:33][CH2:32]3)[C:25]3[CH:26]=[CH:27][CH:28]=[CH:29][CH:30]=3)[C:9]=2[CH:8]=1.